Dataset: Peptide-MHC class II binding affinity with 134,281 pairs from IEDB. Task: Regression. Given a peptide amino acid sequence and an MHC pseudo amino acid sequence, predict their binding affinity value. This is MHC class II binding data. (1) The peptide sequence is TEAFSTAWQAACKKP. The MHC is DRB4_0101 with pseudo-sequence DRB4_0103. The binding affinity (normalized) is 0.269. (2) The peptide sequence is ISGSSARYDVALSEQ. The MHC is HLA-DQA10201-DQB10303 with pseudo-sequence HLA-DQA10201-DQB10303. The binding affinity (normalized) is 0.436. (3) The peptide sequence is GELQRVDKIDAAFKI. The MHC is DRB4_0101 with pseudo-sequence DRB4_0103. The binding affinity (normalized) is 0.605.